This data is from Full USPTO retrosynthesis dataset with 1.9M reactions from patents (1976-2016). The task is: Predict the reactants needed to synthesize the given product. (1) Given the product [NH2:23][C@@H:15]([CH2:14][C:11]1[CH:12]=[CH:13][C:8]([C:5]2[N:6]=[CH:7][C:2]([Br:1])=[CH:3][N:4]=2)=[CH:9][CH:10]=1)[C:16]([O:18][C:19]([CH3:22])([CH3:20])[CH3:21])=[O:17], predict the reactants needed to synthesize it. The reactants are: [Br:1][C:2]1[CH:3]=[N:4][C:5]([C:8]2[CH:13]=[CH:12][C:11]([CH2:14][C@H:15]([NH:23]C(OC(C)(C)C)=O)[C:16]([O:18][C:19]([CH3:22])([CH3:21])[CH3:20])=[O:17])=[CH:10][CH:9]=2)=[N:6][CH:7]=1.Cl. (2) Given the product [Br:25][C:2]1[CH:7]=[CH:6][C:5]([N:8]2[CH2:13][CH2:12][CH:11]([N:14]([CH3:18])[C:15](=[O:17])[CH3:16])[CH2:10][CH2:9]2)=[CH:4][CH:3]=1, predict the reactants needed to synthesize it. The reactants are: N[C:2]1[CH:7]=[CH:6][C:5]([N:8]2[CH2:13][CH2:12][CH:11]([N:14]([CH3:18])[C:15](=[O:17])[CH3:16])[CH2:10][CH2:9]2)=[CH:4][CH:3]=1.N([O-])=O.[Na+].[OH-].[Na+].[BrH:25].